Predict the reactants needed to synthesize the given product. From a dataset of Full USPTO retrosynthesis dataset with 1.9M reactions from patents (1976-2016). (1) Given the product [Cl:35][C:30]1[CH:31]=[CH:32][CH:33]=[CH:34][C:29]=1[C:20]1[CH:19]=[N:18][C:17]2[N:16]([N:15]=[CH:14][C:13]=2[C:11](=[O:12])[NH:10][C:4]2([C:1](=[O:2])[NH:41][CH3:45])[CH2:9][CH2:8][CH2:7][CH2:6][CH2:5]2)[C:21]=1[C:22]1[CH:23]=[CH:24][C:25]([Cl:28])=[CH:26][CH:27]=1, predict the reactants needed to synthesize it. The reactants are: [C:1]([C:4]1([NH:10][C:11]([C:13]2[CH:14]=[N:15][N:16]3[C:21]([C:22]4[CH:27]=[CH:26][C:25]([Cl:28])=[CH:24][CH:23]=4)=[C:20]([C:29]4[CH:34]=[CH:33][CH:32]=[CH:31][C:30]=4[Cl:35])[CH:19]=[N:18][C:17]=23)=[O:12])[CH2:9][CH2:8][CH2:7][CH2:6][CH2:5]1)(O)=[O:2].Cl.CN.O.O[N:41]1[C:45]2C=CC=CC=2N=N1.Cl.CN(C)CCCN=C=NCC.C(=O)([O-])O.[Na+]. (2) Given the product [NH2:9][CH2:8][CH2:7][C:4]1[CH:5]=[CH:6][C:1]([CH2:10][CH2:11][NH2:12])=[CH:2][CH:3]=1, predict the reactants needed to synthesize it. The reactants are: [C:1]1([CH2:10][C:11]#[N:12])[CH:6]=[CH:5][C:4]([CH2:7][C:8]#[N:9])=[CH:3][CH:2]=1.N.[H][H]. (3) Given the product [Br:1][C:2]1[CH:20]=[C:19]2[C:5]([C:6](=[O:22])[C:7](=[O:21])[C:8]3[S:18][CH2:17][C:11]4([CH2:16][CH2:15][N:14]([C:27](=[O:28])[C:26]5[CH:30]=[CH:31][CH:32]=[C:24]([Cl:23])[CH:25]=5)[CH2:13][CH2:12]4)[O:10][C:9]=32)=[CH:4][CH:3]=1, predict the reactants needed to synthesize it. The reactants are: [Br:1][C:2]1[CH:20]=[C:19]2[C:5]([C:6](=[O:22])[C:7](=[O:21])[C:8]3[S:18][CH2:17][C:11]4([CH2:16][CH2:15][NH:14][CH2:13][CH2:12]4)[O:10][C:9]=32)=[CH:4][CH:3]=1.[Cl:23][C:24]1[CH:25]=[C:26]([CH:30]=[CH:31][CH:32]=1)[C:27](Cl)=[O:28]. (4) Given the product [CH2:1]([O:3][CH:4]([O:27][CH2:28][CH3:29])[C:5]1[CH:6]=[CH:7][C:8]([CH2:11][N:12]([CH2:13][C:14]2[N:15]([CH2:19][O:20][CH2:21][CH2:22][Si:23]([CH3:26])([CH3:25])[CH3:24])[CH:16]=[CH:17][N:18]=2)[C:35]([C:31]2[NH:30][CH:34]=[CH:33][N:32]=2)=[O:36])=[CH:9][CH:10]=1)[CH3:2], predict the reactants needed to synthesize it. The reactants are: [CH2:1]([O:3][CH:4]([O:27][CH2:28][CH3:29])[C:5]1[CH:10]=[CH:9][C:8]([CH2:11][NH:12][CH2:13][C:14]2[N:15]([CH2:19][O:20][CH2:21][CH2:22][Si:23]([CH3:26])([CH3:25])[CH3:24])[CH:16]=[CH:17][N:18]=2)=[CH:7][CH:6]=1)[CH3:2].[NH:30]1[CH:34]=[CH:33][N:32]=[C:31]1[C:35](O)=[O:36].C(N(C(C)C)CC)(C)C.F[P-](F)(F)(F)(F)F.N1(OC(N(C)C)=[N+](C)C)C2N=CC=CC=2N=N1.[OH-].[Na+]. (5) Given the product [Br:34][C@H:9]([C@H:8]([C:5]1[CH:4]=[CH:3][C:2]([Br:1])=[CH:7][CH:6]=1)[CH3:24])[C:10]([N:12]1[C@H:16]([C:17]2[CH:18]=[CH:19][CH:20]=[CH:21][CH:22]=2)[CH2:15][O:14][C:13]1=[O:23])=[O:11], predict the reactants needed to synthesize it. The reactants are: [Br:1][C:2]1[CH:7]=[CH:6][C:5]([C@H:8]([CH3:24])[CH2:9][C:10]([N:12]2[C@H:16]([C:17]3[CH:22]=[CH:21][CH:20]=[CH:19][CH:18]=3)[CH2:15][O:14][C:13]2=[O:23])=[O:11])=[CH:4][CH:3]=1.C(N(C(C)C)CC)(C)C.[Br:34]N1C(=O)CCC1=O.